From a dataset of CYP3A4 inhibition data for predicting drug metabolism from PubChem BioAssay. Regression/Classification. Given a drug SMILES string, predict its absorption, distribution, metabolism, or excretion properties. Task type varies by dataset: regression for continuous measurements (e.g., permeability, clearance, half-life) or binary classification for categorical outcomes (e.g., BBB penetration, CYP inhibition). Dataset: cyp3a4_veith. (1) The molecule is O=C1C=C(Nc2nc(C(=O)O)cc(=O)[nH]2)c2ccccc2C1=O. The result is 0 (non-inhibitor). (2) The molecule is CCc1ccc(C2=Nn3c(nnc3-c3cccs3)SC2)cc1. The result is 1 (inhibitor). (3) The drug is COC(=O)c1ccc2c(c1)C(C)(C)C(/C=C/c1ccc(OC)c(OC)c1OC)=[N+]2C.[I-]. The result is 1 (inhibitor). (4) The compound is NC(CSS(=O)(=O)O)=N[C@@H]1C[C@H]2CC[C@@H]1C2. The result is 0 (non-inhibitor). (5) The molecule is NCCSCCC(=O)O. The result is 0 (non-inhibitor).